Task: Predict which catalyst facilitates the given reaction.. Dataset: Catalyst prediction with 721,799 reactions and 888 catalyst types from USPTO (1) Reactant: [Br:1][C:2]1[CH:3]=[C:4]([CH:8]=[O:9])[S:5][C:6]=1[CH3:7].[CH2:10](O)[CH2:11][OH:12].O.C1(C)C=CC(S(O)(=O)=O)=CC=1.C1(C)C=CC=CC=1. Product: [Br:1][C:2]1[CH:3]=[C:4]([CH:8]2[O:12][CH2:11][CH2:10][O:9]2)[S:5][C:6]=1[CH3:7]. The catalyst class is: 25. (2) Reactant: [NH2:1][C:2]1[CH:3]=[C:4]([CH:7]=[CH:8][C:9]=1[NH2:10])[C:5]#[N:6].[CH3:11][C:12](OC(C)=O)=O. Product: [CH3:11][C:12]1[NH:10][C:9]2[CH:8]=[CH:7][C:4]([C:5]#[N:6])=[CH:3][C:2]=2[N:1]=1. The catalyst class is: 52. (3) Product: [F:10][C:9]([F:12])([F:11])[C:8]([C:6]1[N:7]=[C:2]([CH:26]=[O:27])[CH:3]=[CH:4][CH:5]=1)([OH:17])[C:13]([F:16])([F:15])[F:14]. The catalyst class is: 1. Reactant: Br[C:2]1[N:7]=[C:6]([C:8]([OH:17])([C:13]([F:16])([F:15])[F:14])[C:9]([F:12])([F:11])[F:10])[CH:5]=[CH:4][CH:3]=1.[Li]CCCC.CN([CH:26]=[O:27])C. (4) Reactant: [Cl:1][C:2]1[CH:7]=[CH:6][C:5]([C:8]2([C:14](=[O:16])[CH3:15])[CH2:13][CH2:12][NH:11][CH2:10][CH2:9]2)=[CH:4][CH:3]=1.C(=O)([O-])[O-].[K+].[K+].Br[CH2:24][CH2:25][CH:26]=[C:27]1[C:33]2[CH:34]=[CH:35][CH:36]=[N:37][C:32]=2[CH2:31][O:30][C:29]2[CH:38]=[CH:39][C:40]([C:42]([OH:45])([CH3:44])[CH3:43])=[CH:41][C:28]1=2. Product: [Cl:1][C:2]1[CH:7]=[CH:6][C:5]([C:8]2([C:14](=[O:16])[CH3:15])[CH2:13][CH2:12][N:11]([CH2:24][CH2:25][CH:26]=[C:27]3[C:33]4[CH:34]=[CH:35][CH:36]=[N:37][C:32]=4[CH2:31][O:30][C:29]4[CH:38]=[CH:39][C:40]([C:42]([OH:45])([CH3:44])[CH3:43])=[CH:41][C:28]3=4)[CH2:10][CH2:9]2)=[CH:4][CH:3]=1. The catalyst class is: 47. (5) Reactant: [Cl:1][C:2]1[N:7]=[C:6]([I:8])[C:5]([OH:9])=[CH:4][CH:3]=1.[S:10]1[CH:14]=[CH:13][C:12]([CH2:15][CH2:16]O)=[CH:11]1.C1(P(C2C=CC=CC=2)C2C=CC=CC=2)C=CC=CC=1.N(C(OC(C)C)=O)=NC(OC(C)C)=O. Product: [Cl:1][C:2]1[N:7]=[C:6]([I:8])[C:5]([O:9][CH2:16][CH2:15][C:12]2[CH:13]=[CH:14][S:10][CH:11]=2)=[CH:4][CH:3]=1. The catalyst class is: 7.